Dataset: Full USPTO retrosynthesis dataset with 1.9M reactions from patents (1976-2016). Task: Predict the reactants needed to synthesize the given product. (1) Given the product [CH3:23][S:24]([NH:11][C:9]1[S:10][C:6]([C:4]([OH:3])=[O:5])=[C:7]([C:12]([F:15])([F:14])[F:13])[N:8]=1)(=[O:26])=[O:25], predict the reactants needed to synthesize it. The reactants are: C([O:3][C:4]([C:6]1[S:10][C:9]([NH2:11])=[N:8][C:7]=1[C:12]([F:15])([F:14])[F:13])=[O:5])C.C(N(CC)CC)C.[CH3:23][S:24](O[S:24]([CH3:23])(=[O:26])=[O:25])(=[O:26])=[O:25].Cl. (2) Given the product [F:26][C:23]([F:24])([F:25])[S:20]([N-:19][S:16]([C:12]([F:13])([F:14])[F:15])(=[O:17])=[O:18])(=[O:21])=[O:22].[OH:2][CH2:3][CH2:4][N+:5]([CH3:10])([CH3:9])[CH2:6][CH2:7][CH3:8], predict the reactants needed to synthesize it. The reactants are: [Cl-].[OH:2][CH2:3][CH2:4][N+:5]1([CH3:10])[CH2:9][CH2:8][CH2:7][CH2:6]1.[Li+].[C:12]([S:16]([N-:19][S:20]([C:23]([F:26])([F:25])[F:24])(=[O:22])=[O:21])(=[O:18])=[O:17])([F:15])([F:14])[F:13]. (3) Given the product [Cl:1][C:2]1[N:3]=[C:4]([S:11][CH2:13][C:14]([NH:16][C:17]2[CH:22]=[CH:21][CH:20]=[CH:19][CH:18]=2)=[O:15])[C:5](=[O:10])[N:6]([CH2:8][CH3:9])[CH:7]=1, predict the reactants needed to synthesize it. The reactants are: [Cl:1][C:2]1[N:3]=[C:4]([SH:11])[C:5](=[O:10])[N:6]([CH2:8][CH3:9])[CH:7]=1.Cl[CH2:13][C:14]([NH:16][C:17]1[CH:22]=[CH:21][CH:20]=[CH:19][CH:18]=1)=[O:15].C(N(C(C)C)CC)(C)C.O. (4) Given the product [NH2:1][CH2:4][CH2:5][CH2:6][C:7]1([O:12][CH2:11][CH2:10][O:9]1)[CH3:8], predict the reactants needed to synthesize it. The reactants are: [N+:1]([CH2:4][CH2:5][CH2:6][C:7]1([O:12][CH2:11][CH2:10][O:9]1)[CH3:8])([O-])=O. (5) Given the product [F:9][C:10]([F:21])([F:20])[C:11]([OH:13])=[O:12].[OH:1][N:2]1[C:6](=[O:7])[CH2:5][CH2:4][C:3]1=[O:8], predict the reactants needed to synthesize it. The reactants are: [OH:1][N:2]1[C:6](=[O:7])[CH2:5][CH2:4][C:3]1=[O:8].[F:9][C:10]([F:21])([F:20])[C:11]([O:13]C(=O)C(F)(F)F)=[O:12].C(N(CC(O)=O)CC(O)=O)CCCC#C.FC(F)(F)C([O-])=O.N#N. (6) Given the product [Br:8][C:5]1[CH:6]=[CH:7][C:2]([NH:1][C:19](=[O:20])[C:18]([CH3:23])([CH3:22])[CH2:17][Cl:16])=[N:3][CH:4]=1, predict the reactants needed to synthesize it. The reactants are: [NH2:1][C:2]1[CH:7]=[CH:6][C:5]([Br:8])=[CH:4][N:3]=1.C(N(CC)CC)C.[Cl:16][CH2:17][C:18]([CH3:23])([CH3:22])[C:19](Cl)=[O:20]. (7) Given the product [CH2:1]([C:8]1[C:13]([O:14][CH3:15])=[CH:12][CH:11]=[CH:10][C:9]=1[CH2:16][CH2:17][CH2:18][C:19]([OH:21])=[O:20])[C:2]1[CH:3]=[CH:4][CH:5]=[CH:6][CH:7]=1, predict the reactants needed to synthesize it. The reactants are: [CH2:1]([C:8]1[C:13]([O:14][CH3:15])=[CH:12][CH:11]=[CH:10][C:9]=1[CH2:16][CH2:17][CH2:18][C:19]([O:21]CC)=[O:20])[C:2]1[CH:7]=[CH:6][CH:5]=[CH:4][CH:3]=1.[OH-].[Na+].O. (8) Given the product [Cl:10][C:11]1[CH:12]=[C:13]([CH:17]=[CH:18][C:19]=1[O:20][CH3:21])[C:14]([NH:9][C@@H:7]([C:1]1[CH:6]=[CH:5][CH:4]=[CH:3][CH:2]=1)[CH3:8])=[O:15], predict the reactants needed to synthesize it. The reactants are: [C:1]1([C@H:7]([NH2:9])[CH3:8])[CH:6]=[CH:5][CH:4]=[CH:3][CH:2]=1.[Cl:10][C:11]1[CH:12]=[C:13]([CH:17]=[CH:18][C:19]=1[O:20][CH3:21])[C:14](O)=[O:15]. (9) Given the product [C:1]1([C:7]2[N:8]=[N:9][CH:10]=[C:11]([C:21]3[CH:22]=[CH:23][CH:24]=[CH:25][CH:26]=3)[C:12]=2[C:13]2[O:14][CH:15]=[C:16]([CH:18]=[CH2:19])[N:17]=2)[CH:6]=[CH:5][CH:4]=[CH:3][CH:2]=1, predict the reactants needed to synthesize it. The reactants are: [C:1]1([C:7]2[N:8]=[N:9][CH:10]=[C:11]([C:21]3[CH:26]=[CH:25][CH:24]=[CH:23][CH:22]=3)[C:12]=2[C:13]2[O:14][CH:15]=[C:16]([CH:18](O)[CH3:19])[N:17]=2)[CH:6]=[CH:5][CH:4]=[CH:3][CH:2]=1.